This data is from Forward reaction prediction with 1.9M reactions from USPTO patents (1976-2016). The task is: Predict the product of the given reaction. Given the reactants [CH2:1]([O:8][C:9](=[O:31])[NH:10][C@@H:11]1[C:14](=[O:15])[NH:13][C@@H:12]1[CH2:16][N:17]1[N:21]=[C:20]([CH2:22][O:23][Si](C(C)(C)C)(C)C)[CH:19]=[N:18]1)[C:2]1[CH:7]=[CH:6][CH:5]=[CH:4][CH:3]=1, predict the reaction product. The product is: [CH2:1]([O:8][C:9](=[O:31])[NH:10][C@@H:11]1[C:14](=[O:15])[NH:13][C@@H:12]1[CH2:16][N:17]1[N:21]=[C:20]([CH2:22][OH:23])[CH:19]=[N:18]1)[C:2]1[CH:3]=[CH:4][CH:5]=[CH:6][CH:7]=1.